Dataset: Full USPTO retrosynthesis dataset with 1.9M reactions from patents (1976-2016). Task: Predict the reactants needed to synthesize the given product. The reactants are: [C:1]1([C@@H:7]2[CH2:9][C@H:8]2[C:10](Cl)=[O:11])[CH:6]=[CH:5][CH:4]=[CH:3][CH:2]=1.[NH2:13][C:14]1[CH:19]=[CH:18][C:17]([C:20]2[C:28]3[C:23](=[N:24][CH:25]=[N:26][C:27]=3[NH2:29])[N:22]([CH:30]3[CH2:35][CH2:34][N:33]([CH3:36])[CH2:32][CH2:31]3)[N:21]=2)=[CH:16][C:15]=1[O:37][CH3:38]. Given the product [NH2:29][C:27]1[N:26]=[CH:25][N:24]=[C:23]2[N:22]([CH:30]3[CH2:35][CH2:34][N:33]([CH3:36])[CH2:32][CH2:31]3)[N:21]=[C:20]([C:17]3[CH:18]=[CH:19][C:14]([NH:13][C:10]([C@@H:8]4[CH2:9][C@H:7]4[C:1]4[CH:6]=[CH:5][CH:4]=[CH:3][CH:2]=4)=[O:11])=[C:15]([O:37][CH3:38])[CH:16]=3)[C:28]=12, predict the reactants needed to synthesize it.